Dataset: Forward reaction prediction with 1.9M reactions from USPTO patents (1976-2016). Task: Predict the product of the given reaction. (1) Given the reactants [F:1][CH:2]([F:23])[C:3]1[C:12]([O:13][C@H:14]2[CH2:19][CH2:18][C@@H:17]([CH3:20])[CH2:16][CH2:15]2)=[CH:11][CH:10]=[C:9]2[C:4]=1[CH:5]=[CH:6][C:7]([CH:21]=O)=[CH:8]2.C[O:25][C:26]([CH:28]1[CH2:33][CH2:32][NH:31][CH2:30][CH2:29]1)=[O:27].C(O[BH-](OC(=O)C)OC(=O)C)(=O)C.[Na+].C(O)(=O)C.[OH-].[Na+], predict the reaction product. The product is: [F:1][CH:2]([F:23])[C:3]1[C:12]([O:13][C@H:14]2[CH2:19][CH2:18][C@@H:17]([CH3:20])[CH2:16][CH2:15]2)=[CH:11][CH:10]=[C:9]2[C:4]=1[CH:5]=[CH:6][C:7]([CH2:21][N:31]1[CH2:32][CH2:33][CH:28]([C:26]([OH:25])=[O:27])[CH2:29][CH2:30]1)=[CH:8]2. (2) The product is: [C:1]([O:5][C:6](=[O:20])[NH:7][C@@H:8]([CH2:13][C:14]1[CH:19]=[CH:18][CH:17]=[CH:16][CH:15]=1)[C@H:9]([OH:12])[CH2:10][NH:25][CH2:21][CH:22]([CH3:24])[CH3:23])([CH3:4])([CH3:3])[CH3:2]. Given the reactants [C:1]([O:5][C:6](=[O:20])[NH:7][C@@H:8]([CH2:13][C:14]1[CH:19]=[CH:18][CH:17]=[CH:16][CH:15]=1)[C@H:9]([OH:12])[CH2:10]Cl)([CH3:4])([CH3:3])[CH3:2].[CH2:21]([NH2:25])[CH:22]([CH3:24])[CH3:23].C(=O)([O-])[O-].[Na+].[Na+], predict the reaction product. (3) Given the reactants [CH:1]1([N:6]([CH2:14][C:15]2[CH:20]=[CH:19][CH:18]=[C:17]3[N:21]([C:29]4[C:30]5[C@H:37]([CH:38]([CH3:40])[CH3:39])[CH2:36][CH2:35][C:31]=5[N:32]=[CH:33][N:34]=4)[CH2:22][C:23]4([CH2:28][CH2:27][NH:26][CH2:25][CH2:24]4)[C:16]=23)C(=O)OC(C)(C)C)[CH2:5][CH2:4][CH2:3][CH2:2]1.[ClH:41], predict the reaction product. The product is: [ClH:41].[ClH:41].[ClH:41].[CH:38]([C@H:37]1[C:30]2[C:29]([N:21]3[C:17]4[C:16](=[C:15]([CH2:14][NH:6][CH:1]5[CH2:5][CH2:4][CH2:3][CH2:2]5)[CH:20]=[CH:19][CH:18]=4)[C:23]4([CH2:28][CH2:27][NH:26][CH2:25][CH2:24]4)[CH2:22]3)=[N:34][CH:33]=[N:32][C:31]=2[CH2:35][CH2:36]1)([CH3:40])[CH3:39]. (4) Given the reactants [CH2:1]([O:8][C:9]1[CH:10]=[C:11]([C:19](=[O:25])[CH:20](OCC)O)[C:12]2[O:16][C:15](=[O:17])[NH:14][C:13]=2[CH:18]=1)[C:2]1[CH:7]=[CH:6][CH:5]=[CH:4][CH:3]=1.[NH2:26][C:27]([CH3:41])([CH3:40])[CH2:28][CH2:29][N:30]1[C:34]2[CH:35]=[CH:36][CH:37]=[CH:38][C:33]=2[NH:32][C:31]1=[O:39].[BH4-].[Na+].Cl.C(=O)([O-])[O-].[K+].[K+], predict the reaction product. The product is: [CH2:1]([O:8][C:9]1[CH:10]=[C:11]([CH:19]([OH:25])[CH2:20][NH:26][C:27]([CH3:41])([CH3:40])[CH2:28][CH2:29][N:30]2[C:34]3[CH:35]=[CH:36][CH:37]=[CH:38][C:33]=3[NH:32][C:31]2=[O:39])[C:12]2[O:16][C:15](=[O:17])[NH:14][C:13]=2[CH:18]=1)[C:2]1[CH:3]=[CH:4][CH:5]=[CH:6][CH:7]=1.